Dataset: Full USPTO retrosynthesis dataset with 1.9M reactions from patents (1976-2016). Task: Predict the reactants needed to synthesize the given product. (1) Given the product [ClH:42].[F:29][C:26]([F:27])([F:28])[C:24]1[CH:23]=[C:22]([C:30]2[CH:31]=[CH:32][C:33]([C:36]([F:39])([F:38])[F:37])=[CH:34][CH:35]=2)[N:21]=[C:20]([C:18]2[CH:17]=[CH:16][N:15]=[C:14]([C:10]3[CH:9]=[C:8]([S:5]([OH:7])(=[O:6])=[O:4])[CH:13]=[CH:12][CH:11]=3)[CH:19]=2)[N:25]=1, predict the reactants needed to synthesize it. The reactants are: CC(C)(C)C[O:4][S:5]([C:8]1[CH:13]=[CH:12][CH:11]=[C:10]([C:14]2[CH:19]=[C:18]([C:20]3[N:25]=[C:24]([C:26]([F:29])([F:28])[F:27])[CH:23]=[C:22]([C:30]4[CH:35]=[CH:34][C:33]([C:36]([F:39])([F:38])[F:37])=[CH:32][CH:31]=4)[N:21]=3)[CH:17]=[CH:16][N:15]=2)[CH:9]=1)(=[O:7])=[O:6].[ClH:42]. (2) The reactants are: [CH:1]1([C:4]2[S:8][CH:7]=[N:6][C:5]=2[CH2:9]O)[CH2:3][CH2:2]1.S(Cl)([Cl:13])=O. Given the product [Cl:13][CH2:9][C:5]1[N:6]=[CH:7][S:8][C:4]=1[CH:1]1[CH2:3][CH2:2]1, predict the reactants needed to synthesize it. (3) Given the product [OH:26][C@H:23]1[CH2:24][CH2:25][C@H:20]([C:12]2[CH:11]=[CH:10][C:9]([NH:8][C:6]3[C:5]([C:27]([F:30])([F:29])[F:28])=[CH:4][N:3]=[C:2]([NH:31][C:32]4[N:37]=[CH:36][C:35]([CH2:38][P:39](=[O:46])([O:43][CH2:44][CH3:45])[O:40][CH2:41][CH3:42])=[CH:34][CH:33]=4)[N:7]=3)=[C:17]3[C:13]=2[CH2:14][N:15]([CH3:19])[C:16]3=[O:18])[CH2:21][CH2:22]1, predict the reactants needed to synthesize it. The reactants are: Cl[C:2]1[N:7]=[C:6]([NH:8][C:9]2[CH:10]=[CH:11][C:12]([C@H:20]3[CH2:25][CH2:24][C@H:23]([OH:26])[CH2:22][CH2:21]3)=[C:13]3[C:17]=2[C:16](=[O:18])[N:15]([CH3:19])[CH2:14]3)[C:5]([C:27]([F:30])([F:29])[F:28])=[CH:4][N:3]=1.[NH2:31][C:32]1[N:37]=[CH:36][C:35]([CH2:38][P:39](=[O:46])([O:43][CH2:44][CH3:45])[O:40][CH2:41][CH3:42])=[CH:34][CH:33]=1.CC1(C)C2C(=C(P(C3C=CC=CC=3)C3C=CC=CC=3)C=CC=2)OC2C(P(C3C=CC=CC=3)C3C=CC=CC=3)=CC=CC1=2.C([O-])([O-])=O.[Cs+].[Cs+]. (4) Given the product [CH3:13][O:12][C:7]1[CH:8]=[C:9]2[C:4](=[CH:5][CH:6]=1)[C:3]([C:14](=[O:15])[C:16]1[CH:21]=[CH:20][C:19]([O:22][CH2:23][CH2:24][N:25]3[CH2:30][CH2:29][CH2:28][CH2:27][CH2:26]3)=[CH:18][CH:17]=1)=[C:2]([O:1][S:41]([C:40]([F:46])([F:45])[F:39])(=[O:43])=[O:42])[CH:11]=[CH:10]2, predict the reactants needed to synthesize it. The reactants are: [OH:1][C:2]1[CH:11]=[CH:10][C:9]2[C:4](=[CH:5][CH:6]=[C:7]([O:12][CH3:13])[CH:8]=2)[C:3]=1[C:14]([C:16]1[CH:21]=[CH:20][C:19]([O:22][CH2:23][CH2:24][N:25]2[CH2:30][CH2:29][CH2:28][CH2:27][CH2:26]2)=[CH:18][CH:17]=1)=[O:15].N#N.N1C=CC=CC=1.[F:39][C:40]([F:46])([F:45])[S:41](Cl)(=[O:43])=[O:42]. (5) Given the product [Cl:1][C:2]1[C:3]2[C:17]([I:18])=[CH:16][N:15]([CH2:20][C:21]3[C:26]([CH3:27])=[C:25]([O:28][CH3:29])[C:24]([CH3:30])=[CH:23][N+:22]=3[O-:31])[C:4]=2[N:5]=[C:6]([NH:8][C:9](=[O:14])[C:10]([CH3:11])([CH3:12])[CH3:13])[N:7]=1, predict the reactants needed to synthesize it. The reactants are: [Cl:1][C:2]1[C:3]2[C:17]([I:18])=[CH:16][NH:15][C:4]=2[N:5]=[C:6]([NH:8][C:9](=[O:14])[C:10]([CH3:13])([CH3:12])[CH3:11])[N:7]=1.Cl[CH2:20][C:21]1[C:26]([CH3:27])=[C:25]([O:28][CH3:29])[C:24]([CH3:30])=[CH:23][N+:22]=1[O-:31].C([O-])([O-])=O.[K+].[K+]. (6) The reactants are: Cl[C:2]1[N:11]=[C:10]([C:12]([NH:14][CH2:15][C:16]2[CH:21]=[C:20]([Cl:22])[CH:19]=[C:18]([Cl:23])[CH:17]=2)=[O:13])[C:9]([OH:24])=[C:8]2[C:3]=1[CH:4]=[CH:5][CH:6]=[N:7]2.[NH:25]1[CH:29]=[CH:28][N:27]=[CH:26]1. Given the product [Cl:23][C:18]1[CH:17]=[C:16]([CH:21]=[C:20]([Cl:22])[CH:19]=1)[CH2:15][NH:14][C:12]([C:10]1[C:9]([OH:24])=[C:8]2[C:3]([CH:4]=[CH:5][CH:6]=[N:7]2)=[C:2]([N:25]2[CH:29]=[CH:28][N:27]=[CH:26]2)[N:11]=1)=[O:13], predict the reactants needed to synthesize it. (7) Given the product [Br:14][C:4]1[C:3]([O:2][CH3:1])=[CH:11][CH:10]=[C:9]2[C:5]=1[CH2:6][CH2:7][C:8]2=[O:12], predict the reactants needed to synthesize it. The reactants are: [CH3:1][O:2][C:3]1[CH:4]=[C:5]2[C:9](=[CH:10][CH:11]=1)[C:8](=[O:12])[CH2:7][CH2:6]2.[Al].[Br:14]N1C(=O)CCC1=O.